This data is from Full USPTO retrosynthesis dataset with 1.9M reactions from patents (1976-2016). The task is: Predict the reactants needed to synthesize the given product. (1) Given the product [CH3:1][O:2][C:3](=[O:26])[CH2:4][C@H:5]1[C:9]2[CH:10]=[CH:11][C:12]([O:14][C@H:15]3[C:23]4[C:18](=[C:19]([O:25][C:28]5[O:29][C:30]6[CH:36]=[CH:35][CH:34]=[CH:33][C:31]=6[N:32]=5)[CH:20]=[CH:21][C:22]=4[F:24])[CH2:17][CH2:16]3)=[CH:13][C:8]=2[O:7][CH2:6]1, predict the reactants needed to synthesize it. The reactants are: [CH3:1][O:2][C:3](=[O:26])[CH2:4][C@H:5]1[C:9]2[CH:10]=[CH:11][C:12]([O:14][C@H:15]3[C:23]4[C:18](=[C:19]([OH:25])[CH:20]=[CH:21][C:22]=4[F:24])[CH2:17][CH2:16]3)=[CH:13][C:8]=2[O:7][CH2:6]1.Cl[C:28]1[O:29][C:30]2[CH:36]=[CH:35][CH:34]=[CH:33][C:31]=2[N:32]=1.C([O-])([O-])=O.[K+].[K+]. (2) Given the product [F:1][C:2]1[CH:9]=[C:8]([C:10]2[CH:15]=[CH:14][N:13]=[C:12]3[NH:16][C:17]([C:19]4[CH:20]=[N:21][N:22]([CH:24]5[CH2:29][CH2:28][O:27][CH2:26][CH2:25]5)[CH:23]=4)=[N:18][C:11]=23)[CH:7]=[CH:6][C:3]=1[CH2:4][NH:5][C:39]([C:37]1[O:38][C:34]([C:30]([CH3:33])([CH3:32])[CH3:31])=[N:35][N:36]=1)=[O:40], predict the reactants needed to synthesize it. The reactants are: [F:1][C:2]1[CH:9]=[C:8]([C:10]2[CH:15]=[CH:14][N:13]=[C:12]3[NH:16][C:17]([C:19]4[CH:20]=[N:21][N:22]([CH:24]5[CH2:29][CH2:28][O:27][CH2:26][CH2:25]5)[CH:23]=4)=[N:18][C:11]=23)[CH:7]=[CH:6][C:3]=1[CH2:4][NH2:5].[C:30]([C:34]1[O:38][C:37]([C:39](O)=[O:40])=[N:36][N:35]=1)([CH3:33])([CH3:32])[CH3:31].C(N(C(C)C)C(C)C)C. (3) Given the product [N:1]1[CH:6]=[CH:5][CH:4]=[CH:3][C:2]=1[C:7]#[C:8][C:9]1[CH:18]=[CH:17][C:16]2[C:15]([OH:35])=[CH:14][CH:13]=[CH:12][C:11]=2[N:10]=1, predict the reactants needed to synthesize it. The reactants are: [N:1]1[CH:6]=[CH:5][CH:4]=[CH:3][C:2]=1[C:7]#[C:8][C:9]1[CH:18]=[CH:17][C:16]2[C:11](=[CH:12][CH:13]=[CH:14][C:15]=2CC(C)(C)C([O-])=O)[N:10]=1.[H-].[H-].[H-].[H-].[Li+].[Al+3].C1C[O:35]CC1. (4) Given the product [CH:27]1([NH:26][C:25]([C:14]2([CH2:17][C:18]3[CH:19]=[CH:20][C:21]([C:45]4[CH:46]=[CH:47][CH:48]=[C:43]([O:42][CH3:41])[CH:44]=4)=[CH:22][CH:23]=3)[CH2:15][CH2:16][N:11]([C:9](=[O:10])[C@@H:8]([NH2:7])[CH2:34][C:35]3[S:36][CH:37]=[CH:38][CH:39]=3)[CH2:12][CH2:13]2)=[O:33])[CH2:28][CH2:29][CH2:30][CH2:31][CH2:32]1, predict the reactants needed to synthesize it. The reactants are: C(OC(=O)[NH:7][C@@H:8]([CH2:34][C:35]1[S:36][CH:37]=[CH:38][CH:39]=1)[C:9]([N:11]1[CH2:16][CH2:15][C:14]([C:25](=[O:33])[NH:26][CH:27]2[CH2:32][CH2:31][CH2:30][CH2:29][CH2:28]2)([CH2:17][C:18]2[CH:23]=[CH:22][C:21](I)=[CH:20][CH:19]=2)[CH2:13][CH2:12]1)=[O:10])(C)(C)C.[CH3:41][O:42][C:43]1[CH:44]=[C:45](B(O)O)[CH:46]=[CH:47][CH:48]=1.C(=O)([O-])[O-].[Na+].[Na+].